Predict the product of the given reaction. From a dataset of Forward reaction prediction with 1.9M reactions from USPTO patents (1976-2016). (1) Given the reactants Cl[C:2]1[C:11]2[C:6](=[CH:7][CH:8]=[CH:9][CH:10]=2)[CH:5]=[C:4]([NH:12][C:13]2[CH:17]=[CH:16][NH:15][N:14]=2)[N:3]=1.[Cl:18][C:19]1[CH:24]=[CH:23][CH:22]=[CH:21][C:20]=1[OH:25], predict the reaction product. The product is: [Cl:18][C:19]1[CH:24]=[CH:23][CH:22]=[CH:21][C:20]=1[O:25][C:2]1[C:11]2[C:6](=[CH:7][CH:8]=[CH:9][CH:10]=2)[CH:5]=[C:4]([NH:12][C:13]2[CH:17]=[CH:16][NH:15][N:14]=2)[N:3]=1. (2) Given the reactants [NH:1]1[C:8](=[O:9])[CH2:7][C:5](=O)[NH:4][C:2]1=[O:3].C(N(CC)C(C)C)(C)C.[N:19]([CH2:22][C:23]([O:25]CC)=[O:24])=[C:20]=[O:21].CN(C=[O:32])C, predict the reaction product. The product is: [OH:32][N:4]1[CH:5]=[C:7]([C:20]([NH:19][CH2:22][C:23]([OH:25])=[O:24])=[O:21])[C:8](=[O:9])[NH:1][C:2]1=[O:3]. (3) Given the reactants [NH2:1][C:2]1[CH:10]=[CH:9][C:8]([Cl:11])=[CH:7][C:3]=1[C:4]([OH:6])=[O:5].[C:12](OC(=O)C)(=O)[CH3:13], predict the reaction product. The product is: [Cl:11][C:8]1[CH:9]=[CH:10][C:2]2[N:1]=[C:12]([CH3:13])[O:5][C:4](=[O:6])[C:3]=2[CH:7]=1. (4) Given the reactants [CH3:1][O:2][C:3](=[O:12])[C:4]1[CH:9]=[CH:8][C:7]([CH2:10][NH2:11])=[CH:6][CH:5]=1.[CH:13](=O)[C:14]1[CH:19]=[CH:18][CH:17]=[CH:16][CH:15]=1.[BH4-].[Na+], predict the reaction product. The product is: [CH3:1][O:2][C:3]([C:4]1[CH:9]=[CH:8][C:7]([CH2:10][NH:11][CH2:13][C:14]2[CH:19]=[CH:18][CH:17]=[CH:16][CH:15]=2)=[CH:6][CH:5]=1)=[O:12]. (5) Given the reactants C([O:3][C:4](=[O:30])[CH:5]([C:23]1[CH:24]=[N:25][C:26]([CH3:29])=[N:27][CH:28]=1)[CH2:6][CH2:7][CH2:8][CH2:9][CH2:10][CH2:11][CH2:12][C:13]1[CH:22]=[CH:21][C:20]2[CH2:19][CH2:18][CH2:17][NH:16][C:15]=2[N:14]=1)C.[OH-].[Na+].Cl, predict the reaction product. The product is: [CH3:29][C:26]1[N:25]=[CH:24][C:23]([CH:5]([CH2:6][CH2:7][CH2:8][CH2:9][CH2:10][CH2:11][CH2:12][C:13]2[CH:22]=[CH:21][C:20]3[CH2:19][CH2:18][CH2:17][NH:16][C:15]=3[N:14]=2)[C:4]([OH:30])=[O:3])=[CH:28][N:27]=1. (6) Given the reactants [Br:1][C:2]1[CH:13]=[N:12][C:5]2[NH:6][C:7](=[O:11])[CH2:8][NH:9][CH2:10][C:4]=2[CH:3]=1.CCN(CC)CC.[C:21](Cl)([O:23][CH2:24][C:25]1[CH:30]=[CH:29][CH:28]=[CH:27][CH:26]=1)=[O:22], predict the reaction product. The product is: [CH2:24]([O:23][C:21]([N:9]1[CH2:10][C:4]2[CH:3]=[C:2]([Br:1])[CH:13]=[N:12][C:5]=2[NH:6][C:7](=[O:11])[CH2:8]1)=[O:22])[C:25]1[CH:30]=[CH:29][CH:28]=[CH:27][CH:26]=1. (7) The product is: [C:10]1([CH2:16][CH2:17][CH2:18][NH:9][C:5]2[CH:6]=[CH:7][CH:8]=[C:3]([C:1]#[CH:2])[CH:4]=2)[CH:15]=[CH:14][CH:13]=[CH:12][CH:11]=1. Given the reactants [C:1]([C:3]1[CH:4]=[C:5]([NH2:9])[CH:6]=[CH:7][CH:8]=1)#[CH:2].[C:10]1([CH2:16][CH2:17][CH:18]=O)[CH:15]=[CH:14][CH:13]=[CH:12][CH:11]=1.C(O)(=O)C.C(O[BH-](OC(=O)C)OC(=O)C)(=O)C.[Na+].C(=O)(O)[O-].[Na+], predict the reaction product. (8) Given the reactants [C:1]([O:5][C:6](=[O:41])[N:7]([C:9]1[N:17]=[CH:16][N:15]=[C:14]2[C:10]=1[N:11]=[CH:12][N:13]2[C:18]1[CH:23]=[CH:22][C:21]([NH:24][C:25]([NH:27][C:28]2[CH:33]=[CH:32][C:31]([CH2:34][CH2:35][OH:36])=[C:30]([C:37]([F:40])([F:39])[F:38])[CH:29]=2)=[O:26])=[CH:20][CH:19]=1)[CH3:8])([CH3:4])([CH3:3])[CH3:2].CC(OI1(OC(C)=O)(OC(C)=O)OC(=O)C2C=CC=CC1=2)=O, predict the reaction product. The product is: [C:1]([O:5][C:6](=[O:41])[N:7]([CH3:8])[C:9]1[N:17]=[CH:16][N:15]=[C:14]2[C:10]=1[N:11]=[CH:12][N:13]2[C:18]1[CH:23]=[CH:22][C:21]([NH:24][C:25]([NH:27][C:28]2[CH:33]=[CH:32][C:31]([CH2:34][CH:35]=[O:36])=[C:30]([C:37]([F:40])([F:39])[F:38])[CH:29]=2)=[O:26])=[CH:20][CH:19]=1)([CH3:3])([CH3:4])[CH3:2]. (9) Given the reactants [CH2:1]([O:3][C:4](=[O:33])[C@H:5]([CH2:31][OH:32])[CH2:6][C@H:7]([NH:23][C:24]([O:26][C:27]([CH3:30])([CH3:29])[CH3:28])=[O:25])[CH2:8][C:9]1[CH:14]=[CH:13][C:12]([C:15]2[CH:20]=[C:19]([Cl:21])[CH:18]=[CH:17][C:16]=2[F:22])=[CH:11][CH:10]=1)[CH3:2].[S:34](Cl)([CH3:37])(=[O:36])=[O:35].CCN(CC)CC, predict the reaction product. The product is: [CH2:1]([O:3][C:4](=[O:33])[C@H:5]([CH2:31][O:32][S:34]([CH3:37])(=[O:36])=[O:35])[CH2:6][C@H:7]([NH:23][C:24]([O:26][C:27]([CH3:29])([CH3:28])[CH3:30])=[O:25])[CH2:8][C:9]1[CH:14]=[CH:13][C:12]([C:15]2[CH:20]=[C:19]([Cl:21])[CH:18]=[CH:17][C:16]=2[F:22])=[CH:11][CH:10]=1)[CH3:2].